From a dataset of Reaction yield outcomes from USPTO patents with 853,638 reactions. Predict the reaction yield, written as a fraction of the theoretical maximum amount of product (1.0 means a 100% yield; for example, 0.34 means a 34% yield). (1) The reactants are Cl[C:2]1[N:10]=[C:9]2[C:5]([N:6]=[CH:7][N:8]2[CH:11]([CH3:13])[CH3:12])=[C:4]([NH:14][CH2:15][CH:16]2[CH2:18][CH2:17]2)[N:3]=1.[NH2:19][C@H:20]([CH2:23][CH3:24])[CH2:21][OH:22]. The catalyst is O.CCOC(C)=O.CCOCC. The product is [CH:16]1([CH2:15][NH:14][C:4]2[N:3]=[C:2]([NH:19][C@H:20]([CH2:23][CH3:24])[CH2:21][OH:22])[N:10]=[C:9]3[C:5]=2[N:6]=[CH:7][N:8]3[CH:11]([CH3:13])[CH3:12])[CH2:18][CH2:17]1. The yield is 0.850. (2) The reactants are O=[C:2]([CH3:12])[CH2:3][CH:4]1[CH2:10][CH2:9][CH2:8][CH2:7][CH2:6][C:5]1=O.Cl.[NH2:14][CH2:15][C:16]([O:18][CH2:19][CH3:20])=[O:17].C(=O)(O)[O-].[Na+]. The catalyst is ClCCl. The product is [CH3:12][C:2]1[N:14]([CH2:15][C:16]([O:18][CH2:19][CH3:20])=[O:17])[C:5]2[CH2:6][CH2:7][CH2:8][CH2:9][CH2:10][C:4]=2[CH:3]=1. The yield is 0.920. (3) The catalyst is O1CCOCC1.C1C=CC(P([C]2[CH][CH][CH][CH]2)C2C=CC=CC=2)=CC=1.C1C=CC(P([C]2[CH][CH][CH][CH]2)C2C=CC=CC=2)=CC=1.Cl[Pd]Cl.[Fe].C(Cl)Cl. The yield is 0.530. The reactants are Br[C:2]1[CH:7]=[CH:6][C:5]([S:8]([CH:11]2[CH2:16][CH2:15][CH2:14][N:13]([C:17]([O:19][C:20]([CH3:23])([CH3:22])[CH3:21])=[O:18])[CH2:12]2)(=[O:10])=[O:9])=[CH:4][CH:3]=1.[B:24]1([B:24]2[O:28][C:27]([CH3:30])([CH3:29])[C:26]([CH3:32])([CH3:31])[O:25]2)[O:28][C:27]([CH3:30])([CH3:29])[C:26]([CH3:32])([CH3:31])[O:25]1.C([O-])(=O)C.[K+]. The product is [CH3:31][C:26]1([CH3:32])[C:27]([CH3:30])([CH3:29])[O:28][B:24]([C:2]2[CH:7]=[CH:6][C:5]([S:8]([CH:11]3[CH2:16][CH2:15][CH2:14][N:13]([C:17]([O:19][C:20]([CH3:23])([CH3:22])[CH3:21])=[O:18])[CH2:12]3)(=[O:10])=[O:9])=[CH:4][CH:3]=2)[O:25]1. (4) The reactants are [Br:1][C:2]1[CH:3]=[CH:4][C:5]([C:9](=[NH:12])[NH:10][NH2:11])=[N:6][C:7]=1[CH3:8].[CH:13](O)=O. The catalyst is CO. The product is [Br:1][C:2]1[C:7]([CH3:8])=[N:6][C:5]([C:9]2[NH:12][CH:13]=[N:11][N:10]=2)=[CH:4][CH:3]=1. The yield is 0.840. (5) The catalyst is O1CCOCC1.O.C1C=CC(P(C2C=CC=CC=2)[C-]2C=CC=C2)=CC=1.C1C=CC(P(C2C=CC=CC=2)[C-]2C=CC=C2)=CC=1.Cl[Pd]Cl.[Fe+2]. The yield is 0.230. The reactants are Br[C:2]1[C:3]([NH2:20])=[N:4][CH:5]=[C:6]([C:10]2[CH:19]=[CH:18][C:13]3[NH:14][C:15]([CH3:17])=[N:16][C:12]=3[CH:11]=2)[C:7]=1[CH2:8][CH3:9].[OH:21][C:22]1[CH:27]=[CH:26][C:25](B(O)O)=[CH:24][CH:23]=1.C([O-])([O-])=O.[K+].[K+]. The product is [NH2:20][C:3]1[C:2]([C:25]2[CH:26]=[CH:27][C:22]([OH:21])=[CH:23][CH:24]=2)=[C:7]([CH2:8][CH3:9])[C:6]([C:10]2[CH:19]=[CH:18][C:13]3[NH:14][C:15]([CH3:17])=[N:16][C:12]=3[CH:11]=2)=[CH:5][N:4]=1. (6) The reactants are [CH2:1]([NH:8][C:9](=S)[C:10]1[CH:15]=[CH:14][C:13]([Cl:16])=[CH:12][C:11]=1[O:17][CH:18]([C:20]#[CH:21])[CH3:19])[C:2]1[CH:7]=[CH:6][CH:5]=[CH:4][CH:3]=1.CCN(CC)CC.Br[CH:31]([C:37](Cl)=[O:38])[C:32]([O:34][CH2:35][CH3:36])=[O:33]. The catalyst is C1(C)C=CC=CC=1.CCOC(C)=O. The product is [CH2:1]([N:8]1[C:37](=[O:38])[C:31]([C:32]([O:34][CH2:35][CH3:36])=[O:33])=[CH:21][C:20]2[CH:18]([CH3:19])[O:17][C:11]3[CH:12]=[C:13]([Cl:16])[CH:14]=[CH:15][C:10]=3[C:9]1=2)[C:2]1[CH:7]=[CH:6][CH:5]=[CH:4][CH:3]=1. The yield is 0.660. (7) The reactants are [OH:1][CH:2]1[CH2:20][CH:19]2[N:4]([C:5](=[O:39])[CH:6]([NH:31][C:32]([O:34][C:35]([CH3:38])([CH3:37])[CH3:36])=[O:33])[CH2:7][O:8][CH2:9][CH2:10][CH2:11][CH:12]=[CH:13][CH:14]3[C:16]([C:22]([NH:24][S:25]([CH:28]4[CH2:30][CH2:29]4)(=[O:27])=[O:26])=[O:23])([NH:17][C:18]2=[O:21])[CH2:15]3)[CH2:3]1.[O:40]([C:47]1[CH:55]=[CH:54][C:50]([C:51](Cl)=[O:52])=[CH:49][CH:48]=1)[C:41]1[CH:46]=[CH:45][CH:44]=[CH:43][CH:42]=1. No catalyst specified. The product is [O:40]([C:47]1[CH:48]=[CH:49][C:50]([C:51]([O:1][CH:2]2[CH2:20][CH:19]3[N:4]([C:5](=[O:39])[CH:6]([NH:31][C:32]([O:34][C:35]([CH3:36])([CH3:38])[CH3:37])=[O:33])[CH2:7][O:8][CH2:9][CH2:10][CH2:11][CH:12]=[CH:13][CH:14]4[C:16]([C:22]([NH:24][S:25]([CH:28]5[CH2:29][CH2:30]5)(=[O:26])=[O:27])=[O:23])([NH:17][C:18]3=[O:21])[CH2:15]4)[CH2:3]2)=[O:52])=[CH:54][CH:55]=1)[C:41]1[CH:42]=[CH:43][CH:44]=[CH:45][CH:46]=1. The yield is 0.120.